Predict which catalyst facilitates the given reaction. From a dataset of Catalyst prediction with 721,799 reactions and 888 catalyst types from USPTO. (1) Reactant: [OH:1][C:2]1[CH:7]=[C:6]([OH:8])[CH:5]=[CH:4][C:3]=1[N:9]1[CH:13]=[CH:12][C:11]([C:14]([O:16][CH3:17])=[O:15])=[N:10]1.[CH3:18][O:19][CH2:20][CH2:21][O:22][CH2:23][CH2:24]O.C1C=CC(P(C2C=CC=CC=2)C2C=CC=CC=2)=CC=1.CCOC(/N=N/C(OCC)=O)=O. Product: [OH:1][C:2]1[CH:7]=[C:6]([O:8][CH2:24][CH2:23][O:22][CH2:21][CH2:20][O:19][CH3:18])[CH:5]=[CH:4][C:3]=1[N:9]1[CH:13]=[CH:12][C:11]([C:14]([O:16][CH3:17])=[O:15])=[N:10]1. The catalyst class is: 1. (2) Reactant: [CH3:1][S:2][C:3]1[CH:8]=[CH:7][C:6]([C:9]2[N:10]=[C:11]([CH:14]3[CH2:19][CH2:18][N:17]([C:20]([O:22][C:23]([CH3:26])([CH3:25])[CH3:24])=[O:21])[CH2:16][CH2:15]3)[O:12][CH:13]=2)=[CH:5][CH:4]=1.[Br:27]N1C(=O)CCC1=O. Product: [Br:27][C:13]1[O:12][C:11]([CH:14]2[CH2:15][CH2:16][N:17]([C:20]([O:22][C:23]([CH3:26])([CH3:25])[CH3:24])=[O:21])[CH2:18][CH2:19]2)=[N:10][C:9]=1[C:6]1[CH:7]=[CH:8][C:3]([S:2][CH3:1])=[CH:4][CH:5]=1. The catalyst class is: 526. (3) Reactant: [C:1]([O:5][C:6]([N:8]1[CH2:11][CH:10](/[CH:12]=[CH:13]/[C:14]([OH:16])=O)[CH2:9]1)=[O:7])([CH3:4])([CH3:3])[CH3:2].ON1C2N=CC=CC=2N=N1.Cl.CN(C)CCCN=C=NCC.[CH3:39][N:40]([CH:57]([C:65](=[O:68])[NH:66][CH3:67])[CH2:58][C:59]1[CH:64]=[CH:63][CH:62]=[CH:61][CH:60]=1)[C:41](=[O:56])[CH:42]([NH:54][CH3:55])[CH2:43][C:44]1[CH:53]=[CH:52][C:51]2[C:46](=[CH:47][CH:48]=[CH:49][CH:50]=2)[CH:45]=1.C(N(C(C)C)C(C)C)C. Product: [C:1]([O:5][C:6]([N:8]1[CH2:9][CH:10](/[CH:12]=[CH:13]/[C:14](=[O:16])[N:54]([CH3:55])[C@@H:42]([C:41](=[O:56])[N:40]([CH3:39])[C@@H:57]([C:65](=[O:68])[NH:66][CH3:67])[CH2:58][C:59]2[CH:64]=[CH:63][CH:62]=[CH:61][CH:60]=2)[CH2:43][C:44]2[CH:53]=[CH:52][C:51]3[C:46](=[CH:47][CH:48]=[CH:49][CH:50]=3)[CH:45]=2)[CH2:11]1)=[O:7])([CH3:2])([CH3:3])[CH3:4]. The catalyst class is: 2. (4) Reactant: Cl[C:2]1[N:7]2[N:8]=[C:9]([CH:11]3[CH2:16][CH2:15][N:14]([CH2:17][CH:18]4[CH2:20][CH2:19]4)[CH2:13][CH2:12]3)[N:10]=[C:6]2[CH:5]=[C:4]([C:21]2[CH:26]=[CH:25][C:24]([Cl:27])=[CH:23][C:22]=2[Cl:28])[N:3]=1.Cl.Cl.[NH2:31][CH2:32][CH2:33][NH:34][C:35]1[CH:42]=[CH:41][C:38]([C:39]#[N:40])=[CH:37][N:36]=1.C(N(CC)C(C)C)(C)C. Product: [CH:18]1([CH2:17][N:14]2[CH2:13][CH2:12][CH:11]([C:9]3[N:10]=[C:6]4[N:7]([C:2]([NH:31][CH2:32][CH2:33][NH:34][C:35]5[N:36]=[CH:37][C:38]([C:39]#[N:40])=[CH:41][CH:42]=5)=[N:3][C:4]([C:21]5[CH:26]=[CH:25][C:24]([Cl:27])=[CH:23][C:22]=5[Cl:28])=[CH:5]4)[N:8]=3)[CH2:16][CH2:15]2)[CH2:19][CH2:20]1. The catalyst class is: 16.